Dataset: Forward reaction prediction with 1.9M reactions from USPTO patents (1976-2016). Task: Predict the product of the given reaction. (1) Given the reactants [C:1]([C@@H:3]([NH:20]C(=O)OC(C)(C)C)[CH2:4][C:5]1[CH:10]=[CH:9][C:8]([C:11]2[CH:16]=[CH:15][C:14]([C:17]#[N:18])=[C:13]([F:19])[CH:12]=2)=[CH:7][CH:6]=1)#[N:2], predict the reaction product. The product is: [NH2:20][C@H:3]([C:1]#[N:2])[CH2:4][C:5]1[CH:6]=[CH:7][C:8]([C:11]2[CH:16]=[CH:15][C:14]([C:17]#[N:18])=[C:13]([F:19])[CH:12]=2)=[CH:9][CH:10]=1. (2) Given the reactants [NH:1]1[CH2:6][CH2:5][S:4][CH2:3][CH2:2]1.C(=O)([O-])[O-].[Cs+].[Cs+].C1(C)C=CC=CC=1.[CH2:20]([O:27][C:28]1[CH:55]=[CH:54][C:53](Br)=[CH:52][C:29]=1[C:30]([NH:32][C:33]1[CH:45]=[C:44]([C:46]2[CH:51]=[CH:50][CH:49]=[CH:48][CH:47]=2)[CH:43]=[CH:42][C:34]=1[C:35]([O:37][C:38]([CH3:41])([CH3:40])[CH3:39])=[O:36])=[O:31])[C:21]1[CH:26]=[CH:25][CH:24]=[CH:23][CH:22]=1, predict the reaction product. The product is: [CH2:20]([O:27][C:28]1[CH:55]=[CH:54][C:53]([N:1]2[CH2:6][CH2:5][S:4][CH2:3][CH2:2]2)=[CH:52][C:29]=1[C:30]([NH:32][C:33]1[CH:45]=[C:44]([C:46]2[CH:51]=[CH:50][CH:49]=[CH:48][CH:47]=2)[CH:43]=[CH:42][C:34]=1[C:35]([O:37][C:38]([CH3:41])([CH3:40])[CH3:39])=[O:36])=[O:31])[C:21]1[CH:22]=[CH:23][CH:24]=[CH:25][CH:26]=1. (3) Given the reactants [N+:1]([C:4]1[CH:12]=[CH:11][C:7]([C:8](Cl)=[O:9])=[CH:6][CH:5]=1)([O-:3])=[O:2].[C:13]1([CH:19]([NH:22][C:23]([C:25]2[CH:26]=[C:27]3[C:31](=[CH:32][CH:33]=2)[NH:30][CH:29]=[CH:28]3)=[O:24])[CH2:20][CH3:21])[CH:18]=[CH:17][CH:16]=[CH:15][CH:14]=1, predict the reaction product. The product is: [N+:1]([C:4]1[CH:12]=[CH:11][C:7]([C:8]([N:30]2[C:31]3[C:27](=[CH:26][C:25]([C:23]([NH:22][CH:19]([C:13]4[CH:14]=[CH:15][CH:16]=[CH:17][CH:18]=4)[CH2:20][CH3:21])=[O:24])=[CH:33][CH:32]=3)[CH:28]=[CH:29]2)=[O:9])=[CH:6][CH:5]=1)([O-:3])=[O:2].